This data is from Forward reaction prediction with 1.9M reactions from USPTO patents (1976-2016). The task is: Predict the product of the given reaction. (1) Given the reactants [CH3:1][C@@H:2]1[CH:19]2[C@:14]([CH3:21])([CH2:15][CH2:16][C:17](=O)[CH2:18]2)[C@@H:13]2[C@H:4]([C@H:5]3[C@@:9]([CH2:11][CH2:12]2)([CH3:10])[C:8](=[O:22])[CH2:7][CH2:6]3)[CH2:3]1.[ClH:23].Cl.[NH:25]1[CH2:29][CH2:28][C@@H:27]([O:30][NH2:31])[CH2:26]1, predict the reaction product. The product is: [ClH:23].[NH:25]1[CH2:29][CH2:28][C@@H:27]([O:30][N:31]=[C:17]2[CH2:16][CH2:15][C@@:14]3([CH3:21])[CH:19]([C@@H:2]([CH3:1])[CH2:3][C@@H:4]4[C@@H:13]3[CH2:12][CH2:11][C@@:9]3([CH3:10])[C@H:5]4[CH2:6][CH2:7][C:8]3=[O:22])[CH2:18]2)[CH2:26]1. (2) Given the reactants [C:1]1([S:7]([C:10]2[CH:17]=[CH:16][C:13]([CH:14]=[O:15])=[CH:12][CH:11]=2)(=[O:9])=[O:8])[CH:6]=[CH:5][CH:4]=[CH:3][CH:2]=1.CO.[BH4-].[Na+].O, predict the reaction product. The product is: [C:1]1([S:7]([C:10]2[CH:11]=[CH:12][C:13]([CH2:14][OH:15])=[CH:16][CH:17]=2)(=[O:8])=[O:9])[CH:6]=[CH:5][CH:4]=[CH:3][CH:2]=1. (3) Given the reactants C([O:3][C:4]([C:6]1[N:7]([C:25]2[CH:30]=[CH:29][C:28]([O:31][CH:32]([CH3:34])[CH3:33])=[CH:27][CH:26]=2)[C:8]2[C:13]([C:14]=1[Cl:15])=[CH:12][C:11](B1OC(C)(C)C(C)(C)O1)=[CH:10][CH:9]=2)=[O:5])C.Br[C:36]1[N:41]=[CH:40][C:39]([NH:42][CH:43]2[CH2:47][CH2:46][CH2:45][CH2:44]2)=[CH:38][CH:37]=1, predict the reaction product. The product is: [Cl:15][C:14]1[C:13]2[C:8](=[CH:9][CH:10]=[C:11]([C:36]3[CH:37]=[CH:38][C:39]([NH:42][CH:43]4[CH2:47][CH2:46][CH2:45][CH2:44]4)=[CH:40][N:41]=3)[CH:12]=2)[N:7]([C:25]2[CH:30]=[CH:29][C:28]([O:31][CH:32]([CH3:34])[CH3:33])=[CH:27][CH:26]=2)[C:6]=1[C:4]([OH:3])=[O:5]. (4) The product is: [CH2:12]([C:15]1[CH:20]=[CH:19][C:18]([C:21]2[C:22]([F:33])=[C:23]3[C:28](=[CH:29][CH:30]=2)[CH:27]=[C:26]([OH:36])[C:25]([F:31])=[C:24]3[F:32])=[CH:17][CH:16]=1)[CH2:13][CH3:14]. Given the reactants C([Li])CCC.CCCCCC.[CH2:12]([C:15]1[CH:20]=[CH:19][C:18]([C:21]2[CH:30]=[CH:29][C:28]3[C:23](=[C:24]([F:32])[C:25]([F:31])=[CH:26][CH:27]=3)[C:22]=2[F:33])=[CH:17][CH:16]=1)[CH2:13][CH3:14].CI.[OH:36]O, predict the reaction product.